This data is from Reaction yield outcomes from USPTO patents with 853,638 reactions. The task is: Predict the reaction yield, written as a fraction of the theoretical maximum amount of product (1.0 means a 100% yield; for example, 0.34 means a 34% yield). The yield is 0.950. The reactants are [NH:1]1[CH2:6][NH:5][C:4](=[O:7])[NH:3][C:2]1=[O:8].[C:9](OC(=O)C)(=[O:11])[CH3:10].OS(O)(=O)=O.[C:21](O)(=[O:23])[CH3:22]. The product is [C:9]([N:1]1[CH2:6][N:5]([C:21](=[O:23])[CH3:22])[C:4](=[O:7])[NH:3][C:2]1=[O:8])(=[O:11])[CH3:10]. No catalyst specified.